From a dataset of Forward reaction prediction with 1.9M reactions from USPTO patents (1976-2016). Predict the product of the given reaction. Given the reactants [F:1][C:2]1[CH:7]=[CH:6][C:5]([C:8]2[N:9]=[C:10]3[N:14]([C:15]=2[C:16](=[O:18])[CH3:17])[CH:13]=[CH:12][O:11]3)=[CH:4][CH:3]=1, predict the reaction product. The product is: [CH3:13][N:14]([CH3:15])[CH:10]=[CH:17][C:16]([C:15]1[N:14]2[C:10]([O:11][CH:12]=[CH:13]2)=[N:9][C:8]=1[C:5]1[CH:4]=[CH:3][C:2]([F:1])=[CH:7][CH:6]=1)=[O:18].